This data is from Catalyst prediction with 721,799 reactions and 888 catalyst types from USPTO. The task is: Predict which catalyst facilitates the given reaction. (1) Reactant: FC(F)(F)C(O)=O.C(OC([N:15]1[CH2:18][CH:17]([CH2:19][N:20]([CH3:26])[CH:21]2[CH2:25][CH2:24][O:23][CH2:22]2)[CH2:16]1)=O)(C)(C)C. Product: [NH:15]1[CH2:18][CH:17]([CH2:19][N:20]([CH3:26])[CH:21]2[CH2:25][CH2:24][O:23][CH2:22]2)[CH2:16]1. The catalyst class is: 4. (2) Reactant: C(Cl)(Cl)Cl.[F:5][C:6]([F:23])([F:22])[C:7]1[CH:12]=[CH:11][C:10]([CH:13]2[C:17]([OH:18])=[C:16]([C:19]([CH3:21])=[O:20])[CH2:15][S:14]2)=[CH:9][CH:8]=1.S(Cl)(Cl)(=O)=O. Product: [F:22][C:6]([F:5])([F:23])[C:7]1[CH:8]=[CH:9][C:10]([C:13]2[S:14][CH:15]=[C:16]([C:19]([CH3:21])=[O:20])[C:17]=2[OH:18])=[CH:11][CH:12]=1. The catalyst class is: 6. (3) Reactant: C([Li])(CC)C.[Cl:6][C:7]1[CH:8]=[CH:9][C:10]([CH3:22])=[C:11]([CH:21]=1)[CH2:12][NH:13][C:14](=[O:20])[O:15][C:16]([CH3:19])([CH3:18])[CH3:17].[F:23][CH:24]([F:35])[CH:25]=[N:26][C:27]1[CH:32]=[CH:31][C:30]([O:33][CH3:34])=[CH:29][CH:28]=1. Product: [Cl:6][C:7]1[CH:8]=[CH:9][C:10]([CH2:22][CH:25]([NH:26][C:27]2[CH:32]=[CH:31][C:30]([O:33][CH3:34])=[CH:29][CH:28]=2)[CH:24]([F:35])[F:23])=[C:11]([CH:21]=1)[CH2:12][NH:13][C:14](=[O:20])[O:15][C:16]([CH3:17])([CH3:18])[CH3:19]. The catalyst class is: 1. (4) Reactant: [C:1]1([NH:7][C:8](=[O:17])[CH2:9][CH:10]([CH2:15]O)[CH2:11][CH2:12][CH2:13][CH3:14])[CH:6]=[CH:5][CH:4]=[CH:3][CH:2]=1.C1(P(C2C=CC=CC=2)C2C=CC=CC=2)C=CC=CC=1.N(C(OCC)=O)=NC(OCC)=O. Product: [CH2:11]([CH:10]1[CH2:15][N:7]([C:1]2[CH:6]=[CH:5][CH:4]=[CH:3][CH:2]=2)[C:8](=[O:17])[CH2:9]1)[CH2:12][CH2:13][CH3:14]. The catalyst class is: 1. (5) Reactant: [OH:1][C:2]([CH3:8])([CH3:7])[CH2:3][C:4]([OH:6])=[O:5].[C:9](=O)([O-])[O-].[Cs+].[Cs+].IC.CCOC(C)=O. Product: [OH:1][C:2]([CH3:8])([CH3:7])[CH2:3][C:4]([O:6][CH3:9])=[O:5]. The catalyst class is: 3.